Dataset: Reaction yield outcomes from USPTO patents with 853,638 reactions. Task: Predict the reaction yield, written as a fraction of the theoretical maximum amount of product (1.0 means a 100% yield; for example, 0.34 means a 34% yield). (1) The reactants are [C:1]([C:3]1[CH:8]=[CH:7][C:6]([C@@H:9]2[C:14]([C:15]#[N:16])=[C:13]([CH3:17])[N:12]([C:18]3[CH:23]=[CH:22][CH:21]=[C:20]([C:24]([F:27])([F:26])[F:25])[CH:19]=3)[C:11](=[O:28])[NH:10]2)=[C:5]([S:29]([CH3:31])=[O:30])[CH:4]=1)#[N:2].[H-].[Na+].[CH3:34][S:35](Cl)(=[O:37])=[O:36].[Cl-].[NH4+]. The catalyst is C1COCC1. The product is [C:1]([C:3]1[CH:8]=[CH:7][C:6]([C@@H:9]2[C:14]([C:15]#[N:16])=[C:13]([CH3:17])[N:12]([C:18]3[CH:23]=[CH:22][CH:21]=[C:20]([C:24]([F:27])([F:26])[F:25])[CH:19]=3)[C:11](=[O:28])[N:10]2[S:35]([CH3:34])(=[O:37])=[O:36])=[C:5]([S:29]([CH3:31])=[O:30])[CH:4]=1)#[N:2]. The yield is 0.400. (2) The reactants are [Br:1][C:2]1[C:3]([CH3:9])=[C:4]([NH2:8])[CH:5]=[CH:6][CH:7]=1.CCN(C(C)C)C(C)C.[C:19](Cl)(=[O:21])[CH3:20]. No catalyst specified. The product is [Br:1][C:2]1[C:3]([CH3:9])=[C:4]([NH:8][C:19](=[O:21])[CH3:20])[CH:5]=[CH:6][CH:7]=1. The yield is 0.890.